This data is from Forward reaction prediction with 1.9M reactions from USPTO patents (1976-2016). The task is: Predict the product of the given reaction. (1) Given the reactants F[C:2]1([O:9][C:10]#[C:11][CH3:12])[CH:7]=[C:6]([F:8])[CH:5]=[CH:4][CH2:3]1.[Br:13]C1C=CC(F)=CC=1O.BrC1C=C(F)C=CC=1OCC#C, predict the reaction product. The product is: [Br:13][C:3]1[CH:4]=[CH:5][C:6]([F:8])=[CH:7][C:2]=1[O:9][CH2:10][C:11]#[CH:12]. (2) Given the reactants CC(C)([O-])C.[K+].[CH2:7]1[C:16]2[C:11](=[CH:12][CH:13]=[CH:14][CH:15]=2)[CH2:10][CH2:9][NH:8]1.Br[C:18]1[CH:23]=[C:22]([C:24]([F:27])([F:26])[F:25])[C:21]([NH:28][C:29](=[O:37])[CH2:30][CH2:31][CH:32]2[CH2:36][CH2:35][CH2:34][CH2:33]2)=[C:20]([Cl:38])[CH:19]=1, predict the reaction product. The product is: [Cl:38][C:20]1[CH:19]=[C:18]([N:8]2[CH2:9][CH2:10][C:11]3[C:16](=[CH:15][CH:14]=[CH:13][CH:12]=3)[CH2:7]2)[CH:23]=[C:22]([C:24]([F:27])([F:26])[F:25])[C:21]=1[NH:28][C:29](=[O:37])[CH2:30][CH2:31][CH:32]1[CH2:36][CH2:35][CH2:34][CH2:33]1. (3) Given the reactants CC1(C)CCCC(C)(C)N1.[Li]CCCC.[N:16]1[CH:21]=[CH:20][CH:19]=[CH:18][N:17]=1.[CH:22]1([C:25]2[N:29](C(OC(C)(C)C)=O)[C:28]3[CH:37]=[C:38]([C:48]4[C:49]([CH3:54])=[N:50][O:51][C:52]=4[CH3:53])[CH:39]=[C:40]([C:41]([CH:43]4[CH2:47][CH2:46][CH2:45][O:44]4)=[O:42])[C:27]=3[N:26]=2)[CH2:24][CH2:23]1, predict the reaction product. The product is: [CH:22]1([C:25]2[NH:29][C:28]3[CH:37]=[C:38]([C:48]4[C:49]([CH3:54])=[N:50][O:51][C:52]=4[CH3:53])[CH:39]=[C:40]([C:41]([C:21]4[N:16]=[N:17][CH:18]=[CH:19][CH:20]=4)([CH:43]4[CH2:47][CH2:46][CH2:45][O:44]4)[OH:42])[C:27]=3[N:26]=2)[CH2:24][CH2:23]1. (4) Given the reactants S(Cl)(Cl)=O.BrCC1C=CC(C(O)=O)=CC=1.BrCC1C=CC(C(Cl)=O)=CC=1.[CH3:27][O:28][C:29]1[CH:30]=[C:31]2[C:36](=[CH:37][C:38]=1[O:39][CH3:40])[N:35]=[CH:34][CH:33]=[C:32]2[O:41][C:42]1[CH:48]=[CH:47][C:45]([NH2:46])=[CH:44][CH:43]=1.[Br:49][CH2:50][C:51]1[CH:56]=[CH:55][C:54]([CH2:57][C:58]([N:60]=[C:61]=[S:62])=[O:59])=[CH:53][CH:52]=1, predict the reaction product. The product is: [Br:49][CH2:50][C:51]1[CH:52]=[CH:53][C:54]([CH2:57][C:58]([NH:60][C:61]([NH:46][C:45]2[CH:47]=[CH:48][C:42]([O:41][C:32]3[C:31]4[C:36](=[CH:37][C:38]([O:39][CH3:40])=[C:29]([O:28][CH3:27])[CH:30]=4)[N:35]=[CH:34][CH:33]=3)=[CH:43][CH:44]=2)=[S:62])=[O:59])=[CH:55][CH:56]=1. (5) Given the reactants [Cl-].O[NH3+:3].[C:4](=[O:7])([O-])[OH:5].[Na+].CS(C)=O.[C:13]([C:15]1[CH:20]=[CH:19][CH:18]=[CH:17][C:16]=1[C:21]1[CH:26]=[CH:25][C:24]([CH2:27][C:28]2[C:29](=[O:55])[N:30]([C@H:40]3[CH2:45][CH2:44][C@H:43]([O:46][CH2:47][C:48]4([C:52]([NH2:54])=[O:53])[CH2:51][CH2:50][CH2:49]4)[CH2:42][CH2:41]3)[C:31]3[N:32]([N:37]=[CH:38][N:39]=3)[C:33]=2[CH2:34][CH2:35][CH3:36])=[CH:23][CH:22]=1)#[N:14], predict the reaction product. The product is: [O:55]=[C:29]1[C:28]([CH2:27][C:24]2[CH:23]=[CH:22][C:21]([C:16]3[CH:17]=[CH:18][CH:19]=[CH:20][C:15]=3[C:13]3[NH:3][C:4](=[O:7])[O:5][N:14]=3)=[CH:26][CH:25]=2)=[C:33]([CH2:34][CH2:35][CH3:36])[N:32]2[N:37]=[CH:38][N:39]=[C:31]2[N:30]1[C@H:40]1[CH2:41][CH2:42][C@H:43]([O:46][CH2:47][C:48]2([C:52]([NH2:54])=[O:53])[CH2:51][CH2:50][CH2:49]2)[CH2:44][CH2:45]1.